From a dataset of Catalyst prediction with 721,799 reactions and 888 catalyst types from USPTO. Predict which catalyst facilitates the given reaction. Reactant: Br[CH2:2][CH2:3][CH2:4][CH2:5][CH2:6][CH3:7].Cl.[Cl:9][C:10]1[CH:11]=[CH:12][C:13]2[N:22]([C:23]([CH:25]3[CH2:30][CH2:29][CH:28]([CH2:31][NH:32][C:33](=[O:42])[CH2:34][CH2:35][CH:36]4[CH2:41][CH2:40][NH:39][CH2:38][CH2:37]4)[CH2:27][CH2:26]3)=[O:24])[CH2:21][C:20]3[CH:19]=[N:18][N:17]([CH3:43])[C:16]=3[NH:15][C:14]=2[CH:44]=1. Product: [Cl:9][C:10]1[CH:11]=[CH:12][C:13]2[N:22]([C:23]([CH:25]3[CH2:30][CH2:29][CH:28]([CH2:31][NH:32][C:33](=[O:42])[CH2:34][CH2:35][CH:36]4[CH2:37][CH2:38][N:39]([CH2:2][CH2:3][CH2:4][CH2:5][CH2:6][CH3:7])[CH2:40][CH2:41]4)[CH2:27][CH2:26]3)=[O:24])[CH2:21][C:20]3[CH:19]=[N:18][N:17]([CH3:43])[C:16]=3[NH:15][C:14]=2[CH:44]=1. The catalyst class is: 338.